Dataset: Forward reaction prediction with 1.9M reactions from USPTO patents (1976-2016). Task: Predict the product of the given reaction. (1) Given the reactants [CH:1]1[CH:2]=[CH:3][C:4]([NH:11][C:12]2[C:13]([Cl:19])=[CH:14][CH:15]=[CH:16][C:17]=2[Cl:18])=[C:5]([CH2:7][C:8]([O-:10])=[O:9])[CH:6]=1.[Na+].[CH2:21](O)[CH2:22][CH2:23][CH2:24][OH:25].S(=O)(=O)(O)O, predict the reaction product. The product is: [Cl:19][C:13]1[CH:14]=[CH:15][CH:16]=[C:17]([Cl:18])[C:12]=1[NH:11][C:4]1[CH:3]=[CH:2][CH:1]=[CH:6][C:5]=1[CH2:7][C:8]([O:10][CH2:21][CH2:22][CH2:23][CH2:24][OH:25])=[O:9]. (2) Given the reactants [CH3:1][N:2]([CH3:6])[CH2:3][CH2:4][NH2:5].Br[C:8]1[CH:9]=[C:10]2[C:19](=[C:20]3[C:25]=1[CH:24]=[CH:23][CH:22]=[N:21]3)[NH:18][S:17](=[O:27])(=[O:26])[C:16]1[C:11]2=[CH:12][CH:13]=[CH:14][CH:15]=1.C1CCN2C(=NCCC2)CC1.C1C[O:42][CH2:41]C1, predict the reaction product. The product is: [CH3:1][N:2]([CH3:6])[CH2:3][CH2:4][NH:5][C:41]([C:8]1[CH:9]=[C:10]2[C:19](=[C:20]3[C:25]=1[CH:24]=[CH:23][CH:22]=[N:21]3)[NH:18][S:17](=[O:27])(=[O:26])[C:16]1[C:11]2=[CH:12][CH:13]=[CH:14][CH:15]=1)=[O:42]. (3) Given the reactants C([O:3][C:4]([CH:6]1[CH2:11][CH2:10][CH2:9][N:8]([C:12](=[O:31])[CH2:13][O:14][C:15]2[C:24]3[C:19](=[CH:20][C:21]([Cl:26])=[CH:22][C:23]=3[Cl:25])[CH:18]=[C:17]([C:27]([O:29]C)=[O:28])[CH:16]=2)[CH2:7]1)=[O:5])C.[Li+].[OH-], predict the reaction product. The product is: [C:27]([C:17]1[CH:16]=[C:15]([O:14][CH2:13][C:12]([N:8]2[CH2:9][CH2:10][CH2:11][CH:6]([C:4]([OH:5])=[O:3])[CH2:7]2)=[O:31])[C:24]2[C:19]([CH:18]=1)=[CH:20][C:21]([Cl:26])=[CH:22][C:23]=2[Cl:25])([OH:29])=[O:28]. (4) Given the reactants [N+:1]([C:4]1[CH:5]=[CH:6][C:7]([Cl:12])=[C:8]([CH:11]=1)[CH:9]=O)([O-:3])=[O:2].Cl.[NH2:14][CH2:15][CH2:16][SH:17].C([BH3-])#N.[Na+].C(O)(=O)C, predict the reaction product. The product is: [ClH:12].[Cl:12][C:7]1[CH:6]=[CH:5][C:4]([N+:1]([O-:3])=[O:2])=[CH:11][C:8]=1[CH2:9][NH:14][CH2:15][CH2:16][SH:17]. (5) The product is: [CH3:81][O:82][C:83](=[O:93])[C@@H:84]([C:86]1[CH:87]=[C:88]([C:28]2[CH:29]=[CH:30][C:25]([C:22]([C:19]3[CH:20]=[CH:21][C:16]([CH2:15][CH2:14][CH:9]([O:8][Si:5]([C:1]([CH3:4])([CH3:3])[CH3:2])([CH3:6])[CH3:7])[C:10]([CH3:13])([CH3:12])[CH3:11])=[C:17]([CH3:43])[CH:18]=3)([CH2:23][CH3:24])[CH2:41][CH3:42])=[CH:26][C:27]=2[CH3:40])[CH:89]=[CH:90][CH:91]=1)[OH:85]. Given the reactants [C:1]([Si:5]([O:8][CH:9]([CH2:14][CH2:15][C:16]1[CH:21]=[CH:20][C:19]([C:22]([CH2:41][CH3:42])([C:25]2[CH:30]=[CH:29][C:28](B3OC(C)(C)C(C)(C)O3)=[C:27]([CH3:40])[CH:26]=2)[CH2:23][CH3:24])=[CH:18][C:17]=1[CH3:43])[C:10]([CH3:13])([CH3:12])[CH3:11])([CH3:7])[CH3:6])([CH3:4])([CH3:3])[CH3:2].C1(P(C2CCCCC2)C2C=CC=CC=2C2C(OC)=CC=CC=2OC)CCCCC1.P([O-])([O-])([O-])=O.[K+].[K+].[K+].[CH3:81][O:82][C:83](=[O:93])[C@@H:84]([C:86]1[CH:91]=[CH:90][CH:89]=[C:88](Cl)[CH:87]=1)[OH:85], predict the reaction product. (6) Given the reactants [Br:1][C:2]1[CH:7]=[CH:6][C:5](F)=[C:4]([N+:9]([O-:11])=[O:10])[CH:3]=1.[NH2:12][C:13]1[CH:14]=[C:15]([NH:19][C:20](=[O:26])[O:21][C:22]([CH3:25])([CH3:24])[CH3:23])[CH:16]=[CH:17][CH:18]=1, predict the reaction product. The product is: [Br:1][C:2]1[CH:7]=[CH:6][C:5]([NH:12][C:13]2[CH:14]=[C:15]([NH:19][C:20](=[O:26])[O:21][C:22]([CH3:24])([CH3:23])[CH3:25])[CH:16]=[CH:17][CH:18]=2)=[C:4]([N+:9]([O-:11])=[O:10])[CH:3]=1. (7) Given the reactants C[O:2][C:3](=[O:35])[CH2:4][C:5]1[CH:10]=[CH:9][C:8]([O:11][CH3:12])=[C:7]([O:13][C:14]2[CH:19]=[CH:18][C:17]([Br:20])=[CH:16][C:15]=2[CH2:21][N:22]2[C@@H:26]([CH3:27])[C@@H:25]([C:28]3[CH:33]=[CH:32][CH:31]=[CH:30][CH:29]=3)[O:24][C:23]2=[O:34])[CH:6]=1.C1(B(O)O)C=CC=CC=1, predict the reaction product. The product is: [Br:20][C:17]1[CH:18]=[CH:19][C:14]([O:13][C:7]2[CH:6]=[C:5]([CH2:4][C:3]([OH:35])=[O:2])[CH:10]=[CH:9][C:8]=2[O:11][CH3:12])=[C:15]([CH2:21][N:22]2[C@@H:26]([CH3:27])[C@@H:25]([C:28]3[CH:33]=[CH:32][CH:31]=[CH:30][CH:29]=3)[O:24][C:23]2=[O:34])[CH:16]=1. (8) The product is: [CH3:3][CH:2]([CH3:4])[CH2:1][C:9]1[CH:16]=[CH:15][C:14]([N+:17]([O-:19])=[O:18])=[CH:13][C:10]=1[C:11]#[N:12]. Given the reactants [CH2:1](B(O)O)[CH:2]([CH3:4])[CH3:3].Br[C:9]1[CH:16]=[CH:15][C:14]([N+:17]([O-:19])=[O:18])=[CH:13][C:10]=1[C:11]#[N:12].C([O-])([O-])=O.[Cs+].[Cs+], predict the reaction product.